Dataset: Forward reaction prediction with 1.9M reactions from USPTO patents (1976-2016). Task: Predict the product of the given reaction. (1) The product is: [NH4+:2].[OH-:17].[CH3:1][N:2]1[C:10]2[C:5](=[CH:6][CH:7]=[CH:8][CH:9]=2)[CH:4]=[C:3]1[C:11]1[CH:12]=[N:13][CH:14]=[C:15]([CH:19]=1)[C:16]([NH2:26])=[O:17]. Given the reactants [CH3:1][N:2]1[C:10]2[C:5](=[CH:6][CH:7]=[CH:8][CH:9]=2)[CH:4]=[C:3]1[C:11]1[CH:12]=[N:13][CH:14]=[C:15]([CH:19]=1)[C:16](O)=[O:17].C1C=CC2N(O)N=[N:26]C=2C=1.CCN=C=NCCCN(C)C.CCN(C(C)C)C(C)C.[Cl-].[NH4+], predict the reaction product. (2) Given the reactants [C:1]([O:5][C:6]([N:8]1[CH2:12][CH2:11][CH2:10][CH:9]1[CH2:13][NH:14][C:15]1[N:20]=[C:19]([O:21][CH3:22])[C:18]([N+:23]([O-])=O)=[C:17]([O:26][CH3:27])[N:16]=1)=[O:7])([CH3:4])([CH3:3])[CH3:2], predict the reaction product. The product is: [C:1]([O:5][C:6]([N:8]1[CH2:12][CH2:11][CH2:10][CH:9]1[CH2:13][NH:14][C:15]1[N:20]=[C:19]([O:21][CH3:22])[C:18]([NH2:23])=[C:17]([O:26][CH3:27])[N:16]=1)=[O:7])([CH3:4])([CH3:3])[CH3:2]. (3) Given the reactants [Br:1][C:2]1[C:7]([CH:8]=[O:9])=[CH:6][CH:5]=[CH:4][N:3]=1.[CH3:10][Mg]Br, predict the reaction product. The product is: [Br:1][C:2]1[C:7]([CH:8]([OH:9])[CH3:10])=[CH:6][CH:5]=[CH:4][N:3]=1.